This data is from Reaction yield outcomes from USPTO patents with 853,638 reactions. The task is: Predict the reaction yield, written as a fraction of the theoretical maximum amount of product (1.0 means a 100% yield; for example, 0.34 means a 34% yield). (1) The reactants are [CH2:1](Br)[C:2]1C=CC=CC=1.ICC.[CH3:12][C:13]1[N:14]=[C:15]([N:23]2[CH2:27][CH2:26][NH:25][C:24]2=[O:28])[S:16][C:17]=1[C:18]([O:20][CH2:21][CH3:22])=[O:19]. No catalyst specified. The product is [CH2:1]([N:25]1[CH2:26][CH2:27][N:23]([C:15]2[S:16][C:17]([C:18]([O:20][CH2:21][CH3:22])=[O:19])=[C:13]([CH3:12])[N:14]=2)[C:24]1=[O:28])[CH3:2]. The yield is 0.580. (2) The reactants are [OH:1][CH2:2][CH2:3][N:4]1[CH2:8][C@@H:7]2[CH2:9][N:10]([C:12]([O:14][C:15]([CH3:18])([CH3:17])[CH3:16])=[O:13])[CH2:11][C@@H:6]2[CH2:5]1.CCN(C(C)C)C(C)C.[CH3:28][S:29](Cl)(=[O:31])=[O:30]. The catalyst is C(Cl)Cl. The product is [CH3:28][S:29]([O:1][CH2:2][CH2:3][N:4]1[CH2:8][C@@H:7]2[CH2:9][N:10]([C:12]([O:14][C:15]([CH3:18])([CH3:17])[CH3:16])=[O:13])[CH2:11][C@@H:6]2[CH2:5]1)(=[O:31])=[O:30]. The yield is 0.920.